Dataset: Experimentally validated miRNA-target interactions with 360,000+ pairs, plus equal number of negative samples. Task: Binary Classification. Given a miRNA mature sequence and a target amino acid sequence, predict their likelihood of interaction. (1) The miRNA is hsa-miR-4632-5p with sequence GAGGGCAGCGUGGGUGUGGCGGA. The protein sequence of the target gene is MRMSLAQRVLLTWLFTLLFLIMLVLKLDEKAPWNWFLIFIPVWIFDTILLVMLIVKMAGRCKSGFDPRHGSHNIKKKAWYLIAMLLKLAFCLALCAKLEQFTTMNLSYVFIPLWALLAGALTELGYNVFFVRD. Result: 0 (no interaction). (2) The miRNA is hsa-miR-376c-5p with sequence GGUGGAUAUUCCUUCUAUGUU. The protein sequence of the target gene is MAMVERPRPEWASYHNCNSNSCQDLGNSVLLLLGLIICINISINIVTLLWSRFRGVLYQVFHDTICEKEAPKSSLLRKQTQPPKKQSSPAVHLRCTMDPVMMTVSPPPAHRHRRRGSPTRCAHCPVAWAPDTDDEKPHQYPAICSYHWDVPEDWEGFQHTQGTWVPWSQDAPESPPQTIRFQPTVEERPLKTGIWSELGLRAYVYPVNPPPPSPEAPSHKNGGEGAVPEAEAAQYQPVPAPTLGPAVIPEFSRHRSSGRIVYDARDMRRRLRELTREVEALSGCYPLASGSSTAEETSKN.... Result: 0 (no interaction). (3) The miRNA is hsa-miR-34b-3p with sequence CAAUCACUAACUCCACUGCCAU. The protein sequence of the target gene is MSRYGRYGGETKVYVGNLGTGAGKGELERAFSYYGPLRTVWIARNPPGFAFVEFEDPRDAEDAVRGLDGKVICGSRVRVELSTGMPRRSRFDRPPARRPFDPNDRCYECGEKGHYAYDCHRYSRRRRSRSRSRSHSRSRGRRYSRSRSRSRGRRSRSASPRRSRSISLRRSRSASLRRSRSGSIKGSRYFQSPSRSRSRSRSISRPRSSRSKSRSPSPKRSRSPSGSPRRSASPERMD. Result: 1 (interaction). (4) The miRNA is hsa-miR-105-3p with sequence ACGGAUGUUUGAGCAUGUGCUA. The protein sequence of the target gene is MTTSQKHRDFVAEPMGEKPVGSLAGIGEVLGKKLEERGFDKAYVVLGQFLVLKKDEDLFREWLKDTCGANAKQSRDCFGCLREWCDAFL. Result: 0 (no interaction). (5) The protein sequence of the target gene is MATSILGEEPRFGTTPLAMLAATCNKIGNTSPLTTLPESSAFAKGGFHPWKRSSSSCNLGSSLSGFAVATGGRGSGGLAGGSGAANSAFCLASTSPTSSAFSSDYGGLFSNSAAAAAAAAGVSPQEAGGQSAFISKVHTTAADGLYPRVGMAHPYESWYKSGFHSTLAAGEVTNGAASSWWDVHSSPGSWLEVQNPAGGLQSSLHSGAPQASLHSQLGTYNPDFSSLTHSAFSSTGLGSSAAAASHLLSTSQHLLAQDGFKPVLPSYSDSSAAVAAAAASAMISGAAAAAAGGSSARSAR.... Result: 1 (interaction). The miRNA is hsa-miR-4287 with sequence UCUCCCUUGAGGGCACUUU. (6) The miRNA is mmu-miR-3064-3p with sequence UGCCACACUGCAACACCUUACA. The protein sequence of the target gene is MGGRKMATDEENVYGLEENAQSRQESTRRLILVGRTGAGKSATGNSILGQRRFFSRLGATSVTRACTTGSRRWDKCHVEVVDTPDIFSSQVSKTDPGCEERGHCYLLSAPGPHALLLVTQLGRFTAQDQQAVRQVRDMFGEDVLKWMVIVFTRKEDLAGGSLHDYVSNTENRALRELVAECGGRVCAFDNRATGREQEAQVEQLLGMVEGLVLEHKGAHYSNEVYELAQVLRWAGPEERLRRVAERVAARVQRRPWGAWLSARLWKWLKSPRSWRLGLALLLGGALLFWVLLHRRWSEAV.... Result: 0 (no interaction). (7) The protein sequence of the target gene is MLALRVARGSWGALRGAAWAPGTRPSKRRACWALLPPVPCCLGCLAERWRLRPAALGLRLPGIGQRNHCSGAGKAAPRPAAGAGAAAEAPGGQWGPASTPSLYENPWTIPNMLSMTRIGLAPVLGYLIIEEDFNIALGVFALAGLTDLLDGFIARNWANQRSALGSALDPLADKILISILYVSLTYADLIPVPLTYMIISRDVMLIAAVFYVRYRTLPTPRTLAKYFNPCYATARLKPTFISKVNTAVQLILVAASLAAPVFNYADSIYLQILWCFTAFTTAASAYSYYHYGRKTVQVIK.... The miRNA is hsa-miR-130a-5p with sequence GCUCUUUUCACAUUGUGCUACU. Result: 1 (interaction). (8) The miRNA is hsa-miR-4747-5p with sequence AGGGAAGGAGGCUUGGUCUUAG. The protein sequence of the target gene is MTSSSPAGLEGSDLSSINTMMSAVMSVGKVTENGGSPQGIKSPSKPPGPNRIGRRNQETKEEKSSYNCPLCEKICTTQHQLTMHIRQHNTDTGGADHSCSICGKSLSSASSLDRHMLVHSGERPYKCTVCGQSFTTNGNMHRHMKIHEKDPNSATATAPPSPLKRRRLSSKRKLSHDAESEREDPAPAKKMVEDGQSGDLEKKADEVFHCPVCFKEFVCKYGLETHMETHSDNPLRCDICCVTFRTHRGLLRHNALVHKQLPRDAMGRPFIQNNPSIPAGFHDLGFTDFSCRKFPRISQA.... Result: 1 (interaction).